From a dataset of Forward reaction prediction with 1.9M reactions from USPTO patents (1976-2016). Predict the product of the given reaction. (1) Given the reactants [CH3:1][C:2]1[C:6]([C:7]2[C:16]3[C:11](=[CH:12][CH:13]=[CH:14][CH:15]=3)[CH:10]=[CH:9][CH:8]=2)=[C:5](O)[O:4][N:3]=1.COC1C=CC(P2(SP(C3C=CC(OC)=CC=3)(=S)S2)=[S:27])=CC=1, predict the reaction product. The product is: [CH3:1][C:2]1[C:6]([C:7]2[C:16]3[C:11](=[CH:12][CH:13]=[CH:14][CH:15]=3)[CH:10]=[CH:9][CH:8]=2)=[C:5]([SH:27])[O:4][N:3]=1. (2) Given the reactants [O:1]1[C:5]2[CH:6]=[CH:7][C:8]([C:10]3[C:11]([O:17][CH2:18][CH:19]4[CH2:21][CH2:20]4)=[N:12][N:13]([CH3:16])[C:14]=3[NH2:15])=[CH:9][C:4]=2[O:3][CH2:2]1.CN(C1C=CC=CN=1)C.Cl[S:32]([C:35]1[CH:40]=[CH:39][C:38]([C:41]([CH3:48])([CH3:47])[C:42]([O:44][CH2:45][CH3:46])=[O:43])=[CH:37][CH:36]=1)(=[O:34])=[O:33], predict the reaction product. The product is: [O:1]1[C:5]2[CH:6]=[CH:7][C:8]([C:10]3[C:11]([O:17][CH2:18][CH:19]4[CH2:21][CH2:20]4)=[N:12][N:13]([CH3:16])[C:14]=3[NH:15][S:32]([C:35]3[CH:36]=[CH:37][C:38]([C:41]([CH3:47])([CH3:48])[C:42]([O:44][CH2:45][CH3:46])=[O:43])=[CH:39][CH:40]=3)(=[O:34])=[O:33])=[CH:9][C:4]=2[O:3][CH2:2]1. (3) The product is: [NH2:44][C:39]1[CH:40]=[CH:41][CH:42]=[CH:43][C:38]=1[NH:37][C:35]([C:34]1[CH:33]=[CH:32][C:31]([CH2:30][NH:29][C:26]([C:22]2[C:23]3[C:18](=[CH:17][C:16]([O:15][C:6]4[C:5]5[C:10](=[CH:11][C:12]([O:13][CH3:14])=[C:3]([O:2][CH3:1])[CH:4]=5)[N:9]=[CH:8][N:7]=4)=[CH:25][CH:24]=3)[CH:19]=[CH:20][CH:21]=2)=[O:27])=[CH:46][CH:45]=1)=[O:36]. Given the reactants [CH3:1][O:2][C:3]1[CH:4]=[C:5]2[C:10](=[CH:11][C:12]=1[O:13][CH3:14])[N:9]=[CH:8][N:7]=[C:6]2[O:15][C:16]1[CH:17]=[C:18]2[C:23](=[CH:24][CH:25]=1)[C:22]([C:26](O)=[O:27])=[CH:21][CH:20]=[CH:19]2.[NH2:29][CH2:30][C:31]1[CH:46]=[CH:45][C:34]([C:35]([NH:37][C:38]2[CH:43]=[CH:42][CH:41]=[CH:40][C:39]=2[NH2:44])=[O:36])=[CH:33][CH:32]=1, predict the reaction product. (4) Given the reactants [NH:1]1[CH2:6][CH2:5][C:4]2([O:11][C:10]3[C:12]4[C:17]([C:18](=[O:21])[C:19](=[O:20])[C:9]=3[S:8][CH2:7]2)=[CH:16][CH:15]=[CH:14][CH:13]=4)[CH2:3][CH2:2]1.[S:22]1[C:26]2[CH:27]=[CH:28][CH:29]=[CH:30][C:25]=2[CH:24]=[C:23]1[C:31](Cl)=[O:32], predict the reaction product. The product is: [S:22]1[C:26]2[CH:27]=[CH:28][CH:29]=[CH:30][C:25]=2[CH:24]=[C:23]1[C:31]([N:1]1[CH2:2][CH2:3][C:4]2([O:11][C:10]3[C:12]4[C:17]([C:18](=[O:21])[C:19](=[O:20])[C:9]=3[S:8][CH2:7]2)=[CH:16][CH:15]=[CH:14][CH:13]=4)[CH2:5][CH2:6]1)=[O:32]. (5) Given the reactants [Cl:1][C:2]1[C:11]([N+:12]([O-:14])=[O:13])=[C:10](Cl)[C:9]2[C:4](=[CH:5][CH:6]=[CH:7][CH:8]=2)[N:3]=1.[CH2:16]([N:18](CC)CC)C.CN, predict the reaction product. The product is: [CH3:16][NH:18][C:10]1[C:9]2[C:4](=[CH:5][CH:6]=[CH:7][CH:8]=2)[N:3]=[C:2]([Cl:1])[C:11]=1[N+:12]([O-:14])=[O:13]. (6) Given the reactants [Br:1][CH2:2][C:3](Br)=[O:4].[C:6]([N:10]([CH3:34])[C:11]([C:13]1[N:17]2[CH2:18][CH2:19][C:20]3[C:25]([C:16]2=[C:15]([C:29]2[S:30][CH:31]=[CH:32][CH:33]=2)[CH:14]=1)=[CH:24][C:23]([NH2:26])=[C:22]([O:27][CH3:28])[CH:21]=3)=[O:12])([CH3:9])([CH3:8])[CH3:7].CCN(C(C)C)C(C)C, predict the reaction product. The product is: [C:6]([N:10]([CH3:34])[C:11]([C:13]1[N:17]2[CH2:18][CH2:19][CH:20]3[CH:25]([C:16]2=[C:15]([C:29]2[S:30][CH:31]=[CH:32][CH:33]=2)[CH:14]=1)[CH:24]=[C:23]([NH:26][C:3](=[O:4])[CH2:2][Br:1])[C:22]([O:27][CH3:28])=[CH:21]3)=[O:12])([CH3:8])([CH3:9])[CH3:7]. (7) Given the reactants [N:1]1([C:5]([C:7]2[N:12]=[CH:11][C:10]([O:13][C:14]3[CH:15]=[C:16]([CH:27]=[C:28]([O:30]CC4C=CC=CC=4)[CH:29]=3)[C:17]([NH:19][C:20]3[CH:25]=[N:24][C:23]([CH3:26])=[CH:22][N:21]=3)=[O:18])=[CH:9][CH:8]=2)=[O:6])[CH2:4][CH2:3][CH2:2]1.CO, predict the reaction product. The product is: [N:1]1([C:5]([C:7]2[N:12]=[CH:11][C:10]([O:13][C:14]3[CH:15]=[C:16]([CH:27]=[C:28]([OH:30])[CH:29]=3)[C:17]([NH:19][C:20]3[CH:25]=[N:24][C:23]([CH3:26])=[CH:22][N:21]=3)=[O:18])=[CH:9][CH:8]=2)=[O:6])[CH2:2][CH2:3][CH2:4]1.